From a dataset of Forward reaction prediction with 1.9M reactions from USPTO patents (1976-2016). Predict the product of the given reaction. (1) The product is: [Cl:21][C:3]1[CH:4]=[C:5]([CH2:8][CH2:9][CH2:10][CH2:11][C:12]2[CH:13]=[CH:14][C:15]([NH2:18])=[CH:16][CH:17]=2)[CH:6]=[CH:7][C:2]=1[Cl:1]. Given the reactants [Cl:1][C:2]1[CH:7]=[CH:6][C:5](/[CH:8]=[CH:9]/[CH:10]=[CH:11][C:12]2[CH:17]=[CH:16][C:15]([N+:18]([O-])=O)=[CH:14][CH:13]=2)=[CH:4][C:3]=1[Cl:21].CO, predict the reaction product. (2) The product is: [N:8]1([CH2:7][C:6]2[CH:5]=[C:4]([NH2:1])[C:16]([NH2:17])=[CH:15][CH:14]=2)[CH2:13][CH2:12][O:11][CH2:10][CH2:9]1. Given the reactants [N+:1]([C:4]1[CH:5]=[C:6]([CH:14]=[CH:15][C:16]=1[N+:17]([O-])=O)[CH2:7][N:8]1[CH2:13][CH2:12][O:11][CH2:10][CH2:9]1)([O-])=O.[H][H], predict the reaction product.